From a dataset of Full USPTO retrosynthesis dataset with 1.9M reactions from patents (1976-2016). Predict the reactants needed to synthesize the given product. Given the product [Cl:42][C:43]1[CH:44]=[CH:45][C:46]([N:49]2[C:53]([CH3:54])=[C:52]([C:10]([NH:9][CH2:8][C:7]([CH:1]3[CH2:2][CH2:3][CH2:4][CH2:5][CH2:6]3)=[O:17])=[O:16])[N:51]=[C:50]2[C:58]2[CH:63]=[CH:62][C:61]([Cl:64])=[CH:60][C:59]=2[Cl:65])=[CH:47][CH:48]=1, predict the reactants needed to synthesize it. The reactants are: [CH:1]1([C:7](=[O:17])[CH2:8][NH:9][C:10](=[O:16])OC(C)(C)C)[CH2:6][CH2:5][CH2:4][CH2:3][CH2:2]1.C(O)(C(F)(F)F)=O.FC(F)(F)C(O)=O.NCC(C1CCCCC1)=O.[Cl:42][C:43]1[CH:48]=[CH:47][C:46]([N:49]2[C:53]([CH3:54])=[C:52](C(O)=O)[N:51]=[C:50]2[C:58]2[CH:63]=[CH:62][C:61]([Cl:64])=[CH:60][C:59]=2[Cl:65])=[CH:45][CH:44]=1.CCN=C=NCCCN(C)C.C1C=CC2N(O)N=NC=2C=1.CN1CCOCC1.